From a dataset of Full USPTO retrosynthesis dataset with 1.9M reactions from patents (1976-2016). Predict the reactants needed to synthesize the given product. (1) Given the product [C:1]([O:5][C:6]([NH:8][CH2:9][CH2:10][O:11][C:12]([CH3:58])([CH3:59])[CH2:13][N:14]1[C:26]2[C:25]3[CH:24]=[CH:23][C:22]([CH2:27][CH2:28][C:29]([O:31][CH2:32][CH3:33])=[O:30])=[CH:21][C:20]=3[N:19]=[C:18]([NH:34][C:35]([C:42]3[CH:43]=[CH:44][CH:45]=[CH:46][CH:47]=3)([C:48]3[CH:49]=[CH:50][CH:51]=[CH:52][CH:53]=3)[C:36]3[CH:41]=[CH:40][CH:39]=[CH:38][CH:37]=3)[C:17]=2[N:16]=[C:15]1[CH2:54][O:55][CH2:56][CH3:57])=[O:7])([CH3:4])([CH3:2])[CH3:3], predict the reactants needed to synthesize it. The reactants are: [C:1]([O:5][C:6]([NH:8][CH2:9][CH2:10][O:11][C:12]([CH3:59])([CH3:58])[CH2:13][N:14]1[C:26]2[C:25]3[CH:24]=[CH:23][C:22](/[CH:27]=[CH:28]/[C:29]([O:31][CH2:32][CH3:33])=[O:30])=[CH:21][C:20]=3[N:19]=[C:18]([NH:34][C:35]([C:48]3[CH:53]=[CH:52][CH:51]=[CH:50][CH:49]=3)([C:42]3[CH:47]=[CH:46][CH:45]=[CH:44][CH:43]=3)[C:36]3[CH:41]=[CH:40][CH:39]=[CH:38][CH:37]=3)[C:17]=2[N:16]=[C:15]1[CH2:54][O:55][CH2:56][CH3:57])=[O:7])([CH3:4])([CH3:3])[CH3:2].[H][H]. (2) Given the product [CH2:20]([O:22][C:18](=[O:2])[CH2:17][C:9]1[C:10]([N+:14]([O-:16])=[O:15])=[CH:11][CH:12]=[CH:13][C:8]=1[O:7][CH3:6])[CH3:21], predict the reactants needed to synthesize it. The reactants are: S(=O)(=O)(O)[OH:2].[CH3:6][O:7][C:8]1[CH:13]=[CH:12][CH:11]=[C:10]([N+:14]([O-:16])=[O:15])[C:9]=1[CH2:17][C:18]#N.[CH2:20]([OH:22])[CH3:21]. (3) Given the product [CH2:1]([O:3][C:4](=[O:20])[CH2:5][CH2:6][CH2:7][N:8]1[C:12]2=[N:13][S:14][C:15]([C:32]3[O:31][C:30]([C:27]4[CH:26]=[CH:25][C:24]([N+:21]([O-:23])=[O:22])=[CH:29][CH:28]=4)=[CH:34][CH:33]=3)=[C:11]2[S:10][C:9]1=[S:17])[CH3:2], predict the reactants needed to synthesize it. The reactants are: [CH2:1]([O:3][C:4](=[O:20])[CH:5](CC)[CH2:6][CH2:7][N:8]1[C:12]2=[N:13][S:14][C:15](N)=[C:11]2[S:10][C:9]1=[S:17])[CH3:2].[N+:21]([C:24]1[CH:29]=[CH:28][C:27]([C:30]2[O:31][CH:32]=[CH:33][CH:34]=2)=[CH:26][CH:25]=1)([O-:23])=[O:22].O.CCCCCC. (4) Given the product [Cl:25][C:26]1[CH:27]=[C:28]([CH:29]=[CH:30][C:31]=1[Cl:32])[CH2:33][NH:34][C:35]([N:11]1[CH2:10][CH2:9][CH:8]([O:7][C:6]2[CH:14]=[CH:15][C:3]([Cl:2])=[CH:4][CH:5]=2)[CH2:13][CH2:12]1)=[O:36], predict the reactants needed to synthesize it. The reactants are: Cl.[Cl:2][C:3]1[CH:15]=[CH:14][C:6]([O:7][CH:8]2[CH2:13][CH2:12][NH:11][CH2:10][CH2:9]2)=[CH:5][CH:4]=1.C(N(C(C)C)CC)(C)C.[Cl:25][C:26]1[CH:27]=[C:28]([CH2:33][N:34]=[C:35]=[O:36])[CH:29]=[CH:30][C:31]=1[Cl:32]. (5) Given the product [CH:1]([C:4]1[N:8]2[CH:9]=[C:10]([O:13][C:14]3[CH:19]=[CH:18][CH:17]=[CH:16][C:15]=3[CH2:20][O:21][C:25](=[O:26])[NH:24][CH2:22][CH3:23])[CH:11]=[CH:12][C:7]2=[N:6][N:5]=1)([CH3:3])[CH3:2], predict the reactants needed to synthesize it. The reactants are: [CH:1]([C:4]1[N:8]2[CH:9]=[C:10]([O:13][C:14]3[CH:19]=[CH:18][CH:17]=[CH:16][C:15]=3[CH2:20][OH:21])[CH:11]=[CH:12][C:7]2=[N:6][N:5]=1)([CH3:3])[CH3:2].[CH2:22]([N:24]=[C:25]=[O:26])[CH3:23]. (6) Given the product [CH2:1]([N:8]1[C:17]2[C:12](=[C:13]([Cl:18])[CH:14]=[CH:15][CH:16]=2)[C:11](=[O:19])[C:10]([CH3:20])=[N:9]1)[C:2]1[CH:7]=[CH:6][CH:5]=[CH:4][CH:3]=1, predict the reactants needed to synthesize it. The reactants are: [CH2:1]([N:8]1[C:17]2[C:12](=[C:13]([Cl:18])[CH:14]=[CH:15][CH:16]=2)[C:11](=[O:19])[C:10]([CH2:20]Cl)=[N:9]1)[C:2]1[CH:7]=[CH:6][CH:5]=[CH:4][CH:3]=1.[BH4-].[Na+]. (7) Given the product [Cl:1][C:2]1[C:3]([S:22]([CH2:23][CH3:24])=[O:33])=[C:4]([C:8]2[N:20]([CH3:21])[C:11]3=[N:12][CH:13]=[C:14]([C:16]([F:18])([F:19])[F:17])[CH:15]=[C:10]3[N:9]=2)[CH:5]=[CH:6][CH:7]=1, predict the reactants needed to synthesize it. The reactants are: [Cl:1][C:2]1[C:3]([S:22][CH2:23][CH3:24])=[C:4]([C:8]2[N:20]([CH3:21])[C:11]3=[N:12][CH:13]=[C:14]([C:16]([F:19])([F:18])[F:17])[CH:15]=[C:10]3[N:9]=2)[CH:5]=[CH:6][CH:7]=1.ClC1C=CC=C(C(OO)=[O:33])C=1.C(=O)([O-])O.[Na+].S([O-])([O-])(=O)=S.[Na+].[Na+].